From a dataset of Catalyst prediction with 721,799 reactions and 888 catalyst types from USPTO. Predict which catalyst facilitates the given reaction. (1) Reactant: Br[C:2]1[S:6][C:5]([CH:7]=[O:8])=[CH:4][CH:3]=1.[CH2:9](C([Sn])=C(CCCC)CCCC)[CH2:10]CC. Product: [CH:9]([C:2]1[S:6][C:5]([CH:7]=[O:8])=[CH:4][CH:3]=1)=[CH2:10]. The catalyst class is: 109. (2) Reactant: [CH2:1]([O:3][C:4](=[O:22])[C:5]1[C:10]([NH:11][C:12]2[CH:17]=[CH:16][C:15]([CH2:18][CH3:19])=[CH:14][C:13]=2[F:20])=[CH:9][C:8](Cl)=[N:7][CH:6]=1)[CH3:2].S([O:28][CH3:29])(OC)(=O)=O. Product: [CH2:1]([O:3][C:4]([C:5]1[C:10]([NH:11][C:12]2[CH:17]=[CH:16][C:15]([CH2:18][CH3:19])=[CH:14][C:13]=2[F:20])=[CH:9][C:29](=[O:28])[N:7]([CH3:8])[CH:6]=1)=[O:22])[CH3:2]. The catalyst class is: 22.